The task is: Predict the product of the given reaction.. This data is from Forward reaction prediction with 1.9M reactions from USPTO patents (1976-2016). (1) Given the reactants [Br:1][C:2]1[CH:3]=[C:4]([N:8]2[C:12]([C:13]3[CH:18]=[CH:17][C:16]([F:19])=[C:15]([Cl:20])[CH:14]=3)=[CH:11][C:10]([C:21]([OH:23])=O)=[N:9]2)[CH:5]=[CH:6][CH:7]=1.ClC1C=C(N2C(C3C=CC=C(OCCO)C=3)=CC(C([N:48]3[CH2:52][C:51](=[O:53])[NH:50][CH2:49]3)=O)=N2)C=CC=1, predict the reaction product. The product is: [Br:1][C:2]1[CH:3]=[C:4]([N:8]2[C:12]([C:13]3[CH:18]=[CH:17][C:16]([F:19])=[C:15]([Cl:20])[CH:14]=3)=[CH:11][C:10]([C:21]([N:48]3[CH2:52][C:51](=[O:53])[NH:50][CH2:49]3)=[O:23])=[N:9]2)[CH:5]=[CH:6][CH:7]=1. (2) Given the reactants [CH2:1]([O:8][C:9](=[O:29])[C:10]1[CH:25]=[C:24]([N+:26]([O-])=O)[CH:23]=[C:12]([C:13]([O:15][CH2:16][C:17]2[CH:22]=[CH:21][CH:20]=[CH:19][CH:18]=2)=[O:14])[CH:11]=1)[C:2]1[CH:7]=[CH:6][CH:5]=[CH:4][CH:3]=1.CCOCC, predict the reaction product. The product is: [CH2:16]([O:15][C:13](=[O:14])[C:12]1[CH:23]=[C:24]([NH2:26])[CH:25]=[C:10]([C:9]([O:8][CH2:1][C:2]2[CH:7]=[CH:6][CH:5]=[CH:4][CH:3]=2)=[O:29])[CH:11]=1)[C:17]1[CH:22]=[CH:21][CH:20]=[CH:19][CH:18]=1. (3) Given the reactants [F:1][C:2]1[CH:7]=[C:6]([CH3:8])[CH:5]=[CH:4][C:3]=1[OH:9].[H-].[Na+].FC(F)(F)S(O[C:18]1[C:27]2[C:26](=[O:28])[N:25]([CH2:29][C:30]3[CH:35]=[CH:34][C:33]([O:36][CH3:37])=[CH:32][CH:31]=3)[C:24](=[O:38])[N:23]([C:39]3[CH:44]=[CH:43][C:42]([I:45])=[CH:41][C:40]=3[F:46])[C:22]=2[N:21]([CH3:47])[C:20](=[O:48])[CH:19]=1)(=O)=O, predict the reaction product. The product is: [F:1][C:2]1[CH:7]=[C:6]([CH3:8])[CH:5]=[CH:4][C:3]=1[O:9][C:18]1[C:27]2[C:26](=[O:28])[N:25]([CH2:29][C:30]3[CH:31]=[CH:32][C:33]([O:36][CH3:37])=[CH:34][CH:35]=3)[C:24](=[O:38])[N:23]([C:39]3[CH:44]=[CH:43][C:42]([I:45])=[CH:41][C:40]=3[F:46])[C:22]=2[N:21]([CH3:47])[C:20](=[O:48])[CH:19]=1.